Dataset: Forward reaction prediction with 1.9M reactions from USPTO patents (1976-2016). Task: Predict the product of the given reaction. The product is: [CH2:1]([O:8][C:9]([N:11]1[CH2:16][CH2:15][CH:14]([C:17](=[O:20])[CH:18]([Br:21])[CH3:19])[CH2:13][CH2:12]1)=[O:10])[C:2]1[CH:3]=[CH:4][CH:5]=[CH:6][CH:7]=1. Given the reactants [CH2:1]([O:8][C:9]([N:11]1[CH2:16][CH2:15][CH:14]([C:17](=[O:20])[CH2:18][CH3:19])[CH2:13][CH2:12]1)=[O:10])[C:2]1[CH:7]=[CH:6][CH:5]=[CH:4][CH:3]=1.[BrH:21].BrBr.C(=O)(O)[O-].[Na+], predict the reaction product.